From a dataset of Catalyst prediction with 721,799 reactions and 888 catalyst types from USPTO. Predict which catalyst facilitates the given reaction. (1) Reactant: [NH:1]([CH2:6][CH2:7][C:8]#[N:9])[CH2:2][CH2:3][C:4]#[N:5].N[NH:11][C:12]([NH2:14])=[S:13].O.[OH-].[Na+]. Product: [NH2:11][C:12]1[S:13][C:4]([CH2:3][CH2:2][NH:1][CH2:6][CH2:7][C:8]2[S:13][C:12]([NH2:14])=[N:11][N:9]=2)=[N:5][N:14]=1. The catalyst class is: 67. (2) Reactant: [Br:1]Br.[O:3]=[C:4]1[C:9]([C:10]#[N:11])=[CH:8][CH:7]=[CH:6][NH:5]1. Product: [Br:1][C:7]1[CH:8]=[C:9]([C:10]#[N:11])[C:4](=[O:3])[NH:5][CH:6]=1. The catalyst class is: 15.